Predict the reactants needed to synthesize the given product. From a dataset of Full USPTO retrosynthesis dataset with 1.9M reactions from patents (1976-2016). (1) Given the product [Cl:1][C:2]1[S:6][C:5]([C:7]([NH:23][CH2:22][C:19]2[CH:20]=[CH:21][N:17]([C:14]3[CH:15]=[CH:16][C:11]([I:10])=[CH:12][CH:13]=3)[N:18]=2)=[O:9])=[CH:4][CH:3]=1, predict the reactants needed to synthesize it. The reactants are: [Cl:1][C:2]1[S:6][C:5]([C:7]([OH:9])=O)=[CH:4][CH:3]=1.[I:10][C:11]1[CH:16]=[CH:15][C:14]([N:17]2[CH:21]=[CH:20][C:19]([CH2:22][NH2:23])=[N:18]2)=[CH:13][CH:12]=1.F[P-](F)(F)(F)(F)F.N1(O[P+](N(C)C)(N(C)C)N(C)C)C2C=CC=CC=2N=N1.O. (2) The reactants are: [Cl:1][C:2]1[CH:3]=[C:4]([CH:9]=[CH:10][C:11]=1[O:12][CH2:13][C:14]([F:17])([CH3:16])[CH3:15])[C:5]([O:7]C)=[O:6].[OH-].[Na+].Cl. Given the product [Cl:1][C:2]1[CH:3]=[C:4]([CH:9]=[CH:10][C:11]=1[O:12][CH2:13][C:14]([F:17])([CH3:15])[CH3:16])[C:5]([OH:7])=[O:6], predict the reactants needed to synthesize it. (3) Given the product [NH2:1][C:2]([C:5]1[CH:6]=[C:7]([CH2:11][C@@H:12]([NH:14][C:16]2[N:21]=[C:20]([N:22]([CH3:35])[C:23]3[CH:28]=[CH:27][N:26]=[C:25]([C:29]4[CH:34]=[CH:33][CH:32]=[CH:31][CH:30]=4)[N:24]=3)[CH:19]=[CH:18][N:17]=2)[CH3:13])[CH:8]=[CH:9][CH:10]=1)([CH3:4])[CH3:3], predict the reactants needed to synthesize it. The reactants are: [NH2:1][C:2]([C:5]1[CH:6]=[C:7]([CH2:11][C@@H:12]([NH2:14])[CH3:13])[CH:8]=[CH:9][CH:10]=1)([CH3:4])[CH3:3].F[C:16]1[N:21]=[C:20]([N:22]([CH3:35])[C:23]2[CH:28]=[CH:27][N:26]=[C:25]([C:29]3[CH:34]=[CH:33][CH:32]=[CH:31][CH:30]=3)[N:24]=2)[CH:19]=[CH:18][N:17]=1. (4) Given the product [Cl:18][C:19]1[CH:24]=[CH:23][C:22]([CH:25]2[CH2:26][CH2:27][N:28]([C:11](=[O:13])[C:10]([NH:9][C:1](=[O:8])[C:2]3[CH:3]=[CH:4][CH:5]=[CH:6][CH:7]=3)=[C:14]([CH3:16])[CH3:15])[CH2:29][CH2:30]2)=[CH:21][CH:20]=1, predict the reactants needed to synthesize it. The reactants are: [C:1]([NH:9][C:10](=[C:14]([CH3:16])[CH3:15])[C:11]([OH:13])=O)(=[O:8])[C:2]1[CH:7]=[CH:6][CH:5]=[CH:4][CH:3]=1.Cl.[Cl:18][C:19]1[CH:24]=[CH:23][C:22]([CH:25]2[CH2:30][CH2:29][NH:28][CH2:27][CH2:26]2)=[CH:21][CH:20]=1. (5) Given the product [N:25]1([C:23]([C:20]2[CH:19]=[CH:18][C:17]([CH2:16][N:6]3[C:7]4[CH2:8][CH2:9][CH2:10][CH2:11][C:12]=4[C:4]([CH2:3][C:2]([F:1])([F:13])[F:14])=[N:5]3)=[CH:22][CH:21]=2)=[O:24])[CH2:26][CH2:27][CH2:28][CH2:29]1, predict the reactants needed to synthesize it. The reactants are: [F:1][C:2]([F:14])([F:13])[CH2:3][C:4]1[C:12]2[CH2:11][CH2:10][CH2:9][CH2:8][C:7]=2[NH:6][N:5]=1.Br[CH2:16][C:17]1[CH:22]=[CH:21][C:20]([C:23]([N:25]2[CH2:29][CH2:28][CH2:27][CH2:26]2)=[O:24])=[CH:19][CH:18]=1.C(=O)([O-])[O-].[K+].[K+].O. (6) Given the product [CH3:1][C:2]1[C:7]([C:8]([C:43]2[CH:44]=[CH:45][CH:46]=[CH:47][C:42]=2[CH:40]=[O:41])=[O:17])=[CH:6][C:5]([C:18]2[CH:19]=[CH:20][CH:21]=[CH:22][CH:23]=2)=[CH:4][N:3]=1, predict the reactants needed to synthesize it. The reactants are: [CH3:1][C:2]1[C:7]([C:8](=[O:17])SC2C=CC(C)=CC=2)=[CH:6][C:5]([C:18]2[CH:23]=[CH:22][CH:21]=[CH:20][CH:19]=2)=[CH:4][N:3]=1.O1C=CC=C1P(C1OC=CC=1)C1OC=CC=1.[CH:40]([C:42]1[CH:47]=[CH:46][CH:45]=[CH:44][C:43]=1B(O)O)=[O:41]. (7) Given the product [F:8][C:7]1[CH:6]=[CH:5][C:4]([C:9]2[C:10]([C:22]3[CH:27]=[CH:26][CH:25]=[CH:24][N:23]=3)=[N:11][N:12]([CH2:14][O:15][CH2:16][CH2:17][Si:18]([CH3:21])([CH3:20])[CH3:19])[CH:13]=2)=[CH:3][C:2]=1[C:36]1[CH:41]=[CH:40][C:39]([S:42]([NH2:45])(=[O:44])=[O:43])=[CH:38][CH:37]=1, predict the reactants needed to synthesize it. The reactants are: Br[C:2]1[CH:3]=[C:4]([C:9]2[C:10]([C:22]3[CH:27]=[CH:26][CH:25]=[CH:24][N:23]=3)=[N:11][N:12]([CH2:14][O:15][CH2:16][CH2:17][Si:18]([CH3:21])([CH3:20])[CH3:19])[CH:13]=2)[CH:5]=[CH:6][C:7]=1[F:8].CC1(C)C(C)(C)OB([C:36]2[CH:41]=[CH:40][C:39]([S:42]([NH2:45])(=[O:44])=[O:43])=[CH:38][CH:37]=2)O1. (8) Given the product [CH:30]1([NH:33][C:2]2[N:7]=[CH:6][N:5]=[C:4]([N:8]3[CH:12]=[CH:11][N:10]=[C:9]3[NH:13][C:14]3[CH:15]=[C:16]([NH:21][C:22](=[O:29])[C:23]4[CH:28]=[CH:27][CH:26]=[CH:25][CH:24]=4)[CH:17]=[CH:18][C:19]=3[CH3:20])[CH:3]=2)[CH2:32][CH2:31]1, predict the reactants needed to synthesize it. The reactants are: Cl[C:2]1[N:7]=[CH:6][N:5]=[C:4]([N:8]2[CH:12]=[CH:11][N:10]=[C:9]2[NH:13][C:14]2[CH:15]=[C:16]([NH:21][C:22](=[O:29])[C:23]3[CH:28]=[CH:27][CH:26]=[CH:25][CH:24]=3)[CH:17]=[CH:18][C:19]=2[CH3:20])[CH:3]=1.[CH:30]1([NH2:33])[CH2:32][CH2:31]1.